This data is from Reaction yield outcomes from USPTO patents with 853,638 reactions. The task is: Predict the reaction yield, written as a fraction of the theoretical maximum amount of product (1.0 means a 100% yield; for example, 0.34 means a 34% yield). (1) The reactants are [CH2:1]([N:8]1[C:12]([NH2:13])=[CH:11][N:10]=[N:9]1)[C:2]1[CH:7]=[CH:6][CH:5]=[CH:4][CH:3]=1.[O:14]1[CH2:19][CH2:18][CH2:17][CH2:16][CH2:15]1.O1C=CC(=O)C=C1.C(O[BH-](OC(=O)C)OC(=O)C)(=O)C.[Na+]. The catalyst is C(O)(=O)C. The product is [CH2:1]([N:8]1[C:12]([NH:13][CH:17]2[CH2:18][CH2:19][O:14][CH2:15][CH2:16]2)=[CH:11][N:10]=[N:9]1)[C:2]1[CH:7]=[CH:6][CH:5]=[CH:4][CH:3]=1. The yield is 0.460. (2) The reactants are C(N1CCN(C2SC(C(O)=O)=C(C)N=2)C1=O)C1C=CC=CC=1.[F:23][C:24]1[CH:45]=[CH:44][C:27]([CH2:28][N:29]2[CH2:33][CH2:32][N:31]([C:34]3[S:35][C:36]([C:40](O)=[O:41])=[C:37]([CH3:39])[N:38]=3)[C:30]2=[O:43])=[CH:26][CH:25]=1.[NH2:46][CH2:47][C:48]1[CH:49]=[N:50][CH:51]=[CH:52][CH:53]=1. No catalyst specified. The product is [F:23][C:24]1[CH:25]=[CH:26][C:27]([CH2:28][N:29]2[CH2:33][CH2:32][N:31]([C:34]3[S:35][C:36]([C:40]([NH:46][CH2:47][C:48]4[CH:49]=[N:50][CH:51]=[CH:52][CH:53]=4)=[O:41])=[C:37]([CH3:39])[N:38]=3)[C:30]2=[O:43])=[CH:44][CH:45]=1. The yield is 0.330.